This data is from Forward reaction prediction with 1.9M reactions from USPTO patents (1976-2016). The task is: Predict the product of the given reaction. (1) Given the reactants Cl[C:2]1[CH:7]=[C:6]([NH2:8])[CH:5]=[C:4]([Cl:9])[N:3]=1.[CH:10]([OH:13])([CH3:12])[CH3:11].[H-].[Na+], predict the reaction product. The product is: [Cl:9][C:4]1[CH:5]=[C:6]([NH2:8])[CH:7]=[C:2]([O:13][CH:10]([CH3:12])[CH3:11])[N:3]=1. (2) Given the reactants [Cl:1][C:2]1[CH:3]=[CH:4][C:5]([O:35][CH:36]([F:38])[F:37])=[C:6]([C:8]2[C:12]([NH:13][C:14]([C:16]3[CH:17]=[N:18][N:19]4[CH:24]=[CH:23][CH:22]=[N:21][C:20]=34)=[O:15])=[CH:11][N:10]([CH2:25][CH2:26][NH:27][CH2:28][CH:29]3[CH2:33][CH2:32][C:31](=[O:34])[O:30]3)[N:9]=2)[CH:7]=1.C=O.[BH3-][C:42]#N.[Na+], predict the reaction product. The product is: [Cl:1][C:2]1[CH:3]=[CH:4][C:5]([O:35][CH:36]([F:38])[F:37])=[C:6]([C:8]2[C:12]([NH:13][C:14]([C:16]3[CH:17]=[N:18][N:19]4[CH:24]=[CH:23][CH:22]=[N:21][C:20]=34)=[O:15])=[CH:11][N:10]([CH2:25][CH2:26][N:27]([CH3:42])[CH2:28][CH:29]3[CH2:33][CH2:32][C:31](=[O:34])[O:30]3)[N:9]=2)[CH:7]=1. (3) Given the reactants [C:1]([C:5]1[CH:10]=[CH:9][C:8]([S:11]([N:14]([CH2:24][C:25](O)=[O:26])[C:15]2[CH:20]=[CH:19][CH:18]=[C:17]([N:21]([CH3:23])[CH3:22])[CH:16]=2)(=[O:13])=[O:12])=[CH:7][CH:6]=1)([CH3:4])([CH3:3])[CH3:2].[CH:28]1([NH:31][CH2:32][C:33]2[CH:38]=[CH:37][C:36]([O:39][CH3:40])=[C:35]([O:41][CH3:42])[CH:34]=2)[CH2:30][CH2:29]1, predict the reaction product. The product is: [C:1]([C:5]1[CH:10]=[CH:9][C:8]([S:11]([N:14]([C:15]2[CH:20]=[CH:19][CH:18]=[C:17]([N:21]([CH3:23])[CH3:22])[CH:16]=2)[CH2:24][C:25]([N:31]([CH:28]2[CH2:30][CH2:29]2)[CH2:32][C:33]2[CH:38]=[CH:37][C:36]([O:39][CH3:40])=[C:35]([O:41][CH3:42])[CH:34]=2)=[O:26])(=[O:12])=[O:13])=[CH:7][CH:6]=1)([CH3:2])([CH3:3])[CH3:4]. (4) Given the reactants [O:1]1[CH:5]=[CH:4][CH:3]=[C:2]1[C:6]1[N:11]=[C:10](S(C)(=O)=O)[N:9]=[C:8]([NH2:16])[CH:7]=1.[NH:17]1[CH:21]=[N:20][CH:19]=[N:18]1.C(=O)([O-])[O-].[K+].[K+].O, predict the reaction product. The product is: [O:1]1[CH:5]=[CH:4][CH:3]=[C:2]1[C:6]1[N:11]=[C:10]([N:17]2[CH:21]=[N:20][CH:19]=[N:18]2)[N:9]=[C:8]([NH2:16])[CH:7]=1. (5) Given the reactants [CH:1](=O)[C:2]([CH3:5])([CH3:4])[CH3:3].[C:7]([O:13][CH2:14][CH3:15])(=[O:12])[CH2:8]C([O-])=O, predict the reaction product. The product is: [CH3:3][C:2]([CH3:5])([CH3:4])[CH:1]=[CH:8][C:7]([O:13][CH2:14][CH3:15])=[O:12].